This data is from Full USPTO retrosynthesis dataset with 1.9M reactions from patents (1976-2016). The task is: Predict the reactants needed to synthesize the given product. (1) Given the product [CH2:1]([O:3][C:4](=[O:13])[CH2:5][N:6]1[C:10]([O:11][CH2:21][C:22]2[N:26]([C:27]3[CH:28]=[CH:29][CH:30]=[CH:31][CH:32]=3)[N:25]=[C:24]([CH3:33])[CH:23]=2)=[CH:9][C:8]([CH3:12])=[N:7]1)[CH3:2], predict the reactants needed to synthesize it. The reactants are: [CH2:1]([O:3][C:4](=[O:13])[CH2:5][N:6]1[C:10](=[O:11])[CH2:9][C:8]([CH3:12])=[N:7]1)[CH3:2].C(=O)([O-])[O-].[Cs+].[Cs+].Br[CH2:21][C:22]1[N:26]([C:27]2[CH:32]=[CH:31][CH:30]=[CH:29][CH:28]=2)[N:25]=[C:24]([CH3:33])[CH:23]=1.CC1C=C(CO)N(C2C=CC=CC=2)N=1. (2) Given the product [O:2]([C:3]1[CH:8]=[CH:7][C:6]([O:9][CH3:10])=[CH:5][C:4]=1[CH2:11][C:12]([Cl:18])=[O:14])[CH3:1], predict the reactants needed to synthesize it. The reactants are: [CH3:1][O:2][C:3]1[CH:8]=[CH:7][C:6]([O:9][CH3:10])=[CH:5][C:4]=1[CH2:11][C:12]([OH:14])=O.C(Cl)(=O)C([Cl:18])=O. (3) Given the product [OH:12][CH2:13][C:5]1[C:4]([CH3:3])=[CH:9][N:8]=[C:7]([CH3:16])[C:6]=1[OH:10], predict the reactants needed to synthesize it. The reactants are: Cl.Cl[CH2:3][C:4]1[CH:9]=[N:8][CH:7]=[C:6]2[O:10]C(C)(C)[O:12][CH2:13][C:5]=12.[CH3:16]C([O-])=O.[Na+]. (4) Given the product [C:1]([O:5][C:6](=[O:18])[NH:7][CH2:8][C:9]1[CH:14]=[CH:13][C:12]([O:23][CH3:22])=[CH:11][C:10]=1[CH2:16][NH2:17])([CH3:4])([CH3:3])[CH3:2], predict the reactants needed to synthesize it. The reactants are: [C:1]([O:5][C:6](=[O:18])[NH:7][CH2:8][C:9]1[CH:14]=[CH:13][C:12](F)=[CH:11][C:10]=1[CH2:16][NH2:17])([CH3:4])([CH3:3])[CH3:2].BrC1C=CC(OC)=CC=1[C:22](OC)=[O:23].NCC1C=CC(F)=CC=1CO.C(OC(=O)NCC1C=CC(F)=CC=1CO)(C)(C)C. (5) Given the product [F:3][C:4]1[CH:5]=[C:6]([CH:7]=[CH:8][C:9]=1[N:10]1[C:14]([CH3:15])=[CH:13][N:12]=[CH:11]1)[CH2:16][O:17][C:19]1[CH:20]=[C:21]2[N:28]([CH3:29])[CH2:27][CH2:26][N:22]2[C:23](=[O:25])[N:24]=1, predict the reactants needed to synthesize it. The reactants are: [H-].[Na+].[F:3][C:4]1[CH:5]=[C:6]([CH2:16][OH:17])[CH:7]=[CH:8][C:9]=1[N:10]1[C:14]([CH3:15])=[CH:13][N:12]=[CH:11]1.Cl[C:19]1[CH:20]=[C:21]2[N:28]([CH3:29])[CH2:27][CH2:26][N:22]2[C:23](=[O:25])[N:24]=1. (6) Given the product [F:65][C:66]([F:79])([F:80])[C:67]1[CH:68]=[C:69]([CH:72]=[C:73]([C:75]([F:78])([F:76])[F:77])[CH:74]=1)[CH2:70][NH:71][C:2]1[N:7]=[CH:6][C:5]([O:8][CH2:9][CH2:10][CH2:11][C:12]([O:14][C:15]([CH3:18])([CH3:17])[CH3:16])=[O:13])=[CH:4][N:3]=1, predict the reactants needed to synthesize it. The reactants are: Cl[C:2]1[N:7]=[CH:6][C:5]([O:8][CH2:9][CH2:10][CH2:11][C:12]([O:14][C:15]([CH3:18])([CH3:17])[CH3:16])=[O:13])=[CH:4][N:3]=1.C1(P(C2C=CC=CC=2)C2C=CC3C(=CC=CC=3)C=2C2C3C(=CC=CC=3)C=CC=2P(C2C=CC=CC=2)C2C=CC=CC=2)C=CC=CC=1.[F:65][C:66]([F:80])([F:79])[C:67]1[CH:68]=[C:69]([CH:72]=[C:73]([C:75]([F:78])([F:77])[F:76])[CH:74]=1)[CH2:70][NH2:71].CC(C)([O-])C.[Na+]. (7) Given the product [C:11](/[C:13](=[C:17](\[NH:5][C:4]1[CH:6]=[CH:7][C:8]([O:9][CH3:10])=[C:2]([OH:1])[CH:3]=1)/[S:18][CH3:19])/[C:14]([NH2:16])=[O:15])#[N:12], predict the reactants needed to synthesize it. The reactants are: [OH:1][C:2]1[CH:3]=[C:4]([CH:6]=[CH:7][C:8]=1[O:9][CH3:10])[NH2:5].[C:11]([C:13](=[C:17](SC)[S:18][CH3:19])[C:14]([NH2:16])=[O:15])#[N:12].C(OCCO)C. (8) Given the product [ClH:22].[ClH:22].[O:1]1[CH2:6][CH2:5][CH:4]([NH:7][NH2:8])[CH2:3][CH2:2]1, predict the reactants needed to synthesize it. The reactants are: [O:1]1[CH2:6][CH2:5][CH:4]([NH:7][NH:8]C(OC(C)(C)C)=O)[CH2:3][CH2:2]1.C(OCC)(=O)C.[ClH:22]. (9) Given the product [CH3:1][O:2][CH2:3][CH2:4][O:5][C:6]1[CH:11]=[CH:10][N:9]2[C:12]([C:15]3[CH:24]=[CH:23][C:22]4[C:17](=[C:18]([N:25]5[CH2:30][CH2:29][NH:28][CH2:27][CH2:26]5)[CH:19]=[CH:20][CH:21]=4)[N:16]=3)=[CH:13][N:14]=[C:8]2[CH:7]=1, predict the reactants needed to synthesize it. The reactants are: [CH3:1][O:2][CH2:3][CH2:4][O:5][C:6]1[CH:11]=[CH:10][N:9]2[C:12]([C:15]3[CH:24]=[CH:23][C:22]4[C:17](=[C:18]([N:25]5[CH2:30][CH2:29][N:28](C(OC(C)(C)C)=O)[CH2:27][CH2:26]5)[CH:19]=[CH:20][CH:21]=4)[N:16]=3)=[CH:13][N:14]=[C:8]2[CH:7]=1.FC(F)(F)C(O)=O.